This data is from Full USPTO retrosynthesis dataset with 1.9M reactions from patents (1976-2016). The task is: Predict the reactants needed to synthesize the given product. Given the product [S:1]1[CH2:6][CH2:5][CH:4]([NH:7][C:10](=[O:11])[O:12][C:13]([CH3:16])([CH3:15])[CH3:14])[CH2:3][CH2:2]1, predict the reactants needed to synthesize it. The reactants are: [S:1]1[CH2:6][CH2:5][CH:4]([NH2:7])[CH2:3][CH2:2]1.[OH-].[Na+].[C:10](O[C:10]([O:12][C:13]([CH3:16])([CH3:15])[CH3:14])=[O:11])([O:12][C:13]([CH3:16])([CH3:15])[CH3:14])=[O:11].C1CCCCC1.